Dataset: Forward reaction prediction with 1.9M reactions from USPTO patents (1976-2016). Task: Predict the product of the given reaction. (1) Given the reactants [CH2:1]([O:3][C:4](=[O:16])[CH:5](Cl)[C:6]([C:8]1[CH:13]=[CH:12][C:11]([F:14])=[CH:10][CH:9]=1)=O)[CH3:2].[C:17]([NH2:20])(=[S:19])[CH3:18].COC(C1N=C(N(C)C)SC=1C1C=CC=C(OC)C=1)=O, predict the reaction product. The product is: [CH2:1]([O:3][C:4]([C:5]1[S:19][C:17]([CH3:18])=[N:20][C:6]=1[C:8]1[CH:13]=[CH:12][C:11]([F:14])=[CH:10][CH:9]=1)=[O:16])[CH3:2]. (2) Given the reactants [CH3:1][C:2]1([CH3:9])[CH2:7][CH2:6][C:5](=[O:8])[CH:4]=[CH:3]1.[NH:10]1[CH:14]=[CH:13][N:12]=[CH:11]1, predict the reaction product. The product is: [N:10]1([CH:3]2[C:2]([CH3:9])([CH3:1])[CH2:7][CH2:6][C:5](=[O:8])[CH2:4]2)[CH:14]=[CH:13][N:12]=[CH:11]1. (3) Given the reactants [C:1]([O:5][CH3:6])(=[O:4])[CH2:2][SH:3].Cl[CH2:8][C:9]([C:11]1[CH:20]=[CH:19][C:14]2[NH:15][C:16](=[O:18])[NH:17][C:13]=2[CH:12]=1)=[O:10].C(=O)([O-])[O-].[K+].[K+], predict the reaction product. The product is: [O:10]=[C:9]([C:11]1[CH:20]=[CH:19][C:14]2[NH:15][C:16](=[O:18])[NH:17][C:13]=2[CH:12]=1)[CH2:8][S:3][CH2:2][C:1]([O:5][CH3:6])=[O:4].